Dataset: NCI-60 drug combinations with 297,098 pairs across 59 cell lines. Task: Regression. Given two drug SMILES strings and cell line genomic features, predict the synergy score measuring deviation from expected non-interaction effect. (1) Drug 1: CCC(=C(C1=CC=CC=C1)C2=CC=C(C=C2)OCCN(C)C)C3=CC=CC=C3.C(C(=O)O)C(CC(=O)O)(C(=O)O)O. Drug 2: CC12CCC3C(C1CCC2OP(=O)(O)O)CCC4=C3C=CC(=C4)OC(=O)N(CCCl)CCCl.[Na+]. Cell line: MDA-MB-231. Synergy scores: CSS=11.5, Synergy_ZIP=-3.19, Synergy_Bliss=-1.30, Synergy_Loewe=-1.94, Synergy_HSA=-1.72. (2) Cell line: RPMI-8226. Synergy scores: CSS=-9.86, Synergy_ZIP=7.38, Synergy_Bliss=3.16, Synergy_Loewe=-5.60, Synergy_HSA=-6.00. Drug 1: CNC(=O)C1=CC=CC=C1SC2=CC3=C(C=C2)C(=NN3)C=CC4=CC=CC=N4. Drug 2: C1C(C(OC1N2C=NC3=C(N=C(N=C32)Cl)N)CO)O. (3) Drug 1: CCC1(CC2CC(C3=C(CCN(C2)C1)C4=CC=CC=C4N3)(C5=C(C=C6C(=C5)C78CCN9C7C(C=CC9)(C(C(C8N6C)(C(=O)OC)O)OC(=O)C)CC)OC)C(=O)OC)O.OS(=O)(=O)O. Drug 2: CCCCCOC(=O)NC1=NC(=O)N(C=C1F)C2C(C(C(O2)C)O)O. Cell line: HOP-62. Synergy scores: CSS=2.40, Synergy_ZIP=-0.653, Synergy_Bliss=-4.77, Synergy_Loewe=-2.46, Synergy_HSA=-5.20. (4) Drug 1: CC12CCC(CC1=CCC3C2CCC4(C3CC=C4C5=CN=CC=C5)C)O. Cell line: SK-MEL-28. Synergy scores: CSS=18.2, Synergy_ZIP=-3.86, Synergy_Bliss=-2.66, Synergy_Loewe=-4.29, Synergy_HSA=-4.04. Drug 2: C1=CC(=CC=C1CCCC(=O)O)N(CCCl)CCCl. (5) Drug 1: CCCS(=O)(=O)NC1=C(C(=C(C=C1)F)C(=O)C2=CNC3=C2C=C(C=N3)C4=CC=C(C=C4)Cl)F. Drug 2: CC1=C(C(CCC1)(C)C)C=CC(=CC=CC(=CC(=O)O)C)C. Cell line: MCF7. Synergy scores: CSS=26.7, Synergy_ZIP=-2.20, Synergy_Bliss=5.44, Synergy_Loewe=-5.75, Synergy_HSA=4.29. (6) Drug 1: CC1CCC2CC(C(=CC=CC=CC(CC(C(=O)C(C(C(=CC(C(=O)CC(OC(=O)C3CCCCN3C(=O)C(=O)C1(O2)O)C(C)CC4CCC(C(C4)OC)OCCO)C)C)O)OC)C)C)C)OC. Drug 2: C1=NC2=C(N1)C(=S)N=CN2. Cell line: NCI/ADR-RES. Synergy scores: CSS=24.6, Synergy_ZIP=13.0, Synergy_Bliss=16.7, Synergy_Loewe=2.80, Synergy_HSA=6.96. (7) Drug 1: CS(=O)(=O)C1=CC(=C(C=C1)C(=O)NC2=CC(=C(C=C2)Cl)C3=CC=CC=N3)Cl. Drug 2: CS(=O)(=O)CCNCC1=CC=C(O1)C2=CC3=C(C=C2)N=CN=C3NC4=CC(=C(C=C4)OCC5=CC(=CC=C5)F)Cl. Cell line: SK-MEL-5. Synergy scores: CSS=-7.24, Synergy_ZIP=3.93, Synergy_Bliss=2.44, Synergy_Loewe=-6.41, Synergy_HSA=-5.25. (8) Drug 1: CC(CN1CC(=O)NC(=O)C1)N2CC(=O)NC(=O)C2. Synergy scores: CSS=29.2, Synergy_ZIP=-0.394, Synergy_Bliss=3.44, Synergy_Loewe=-1.58, Synergy_HSA=-0.956. Drug 2: C1CC(=O)NC(=O)C1N2C(=O)C3=CC=CC=C3C2=O. Cell line: U251. (9) Drug 1: CN(CC1=CN=C2C(=N1)C(=NC(=N2)N)N)C3=CC=C(C=C3)C(=O)NC(CCC(=O)O)C(=O)O. Drug 2: CC1=C(C=C(C=C1)C(=O)NC2=CC(=CC(=C2)C(F)(F)F)N3C=C(N=C3)C)NC4=NC=CC(=N4)C5=CN=CC=C5. Cell line: PC-3. Synergy scores: CSS=50.7, Synergy_ZIP=4.58, Synergy_Bliss=1.75, Synergy_Loewe=-17.8, Synergy_HSA=-0.216.